This data is from CYP2D6 inhibition data for predicting drug metabolism from PubChem BioAssay. The task is: Regression/Classification. Given a drug SMILES string, predict its absorption, distribution, metabolism, or excretion properties. Task type varies by dataset: regression for continuous measurements (e.g., permeability, clearance, half-life) or binary classification for categorical outcomes (e.g., BBB penetration, CYP inhibition). Dataset: cyp2d6_veith. (1) The result is 0 (non-inhibitor). The molecule is CC(=O)NNc1nc2ccccc2s1. (2) The compound is CC(C)CN1CC[C@@]2(CCCN(C(=O)c3cccc(F)c3)C2)C1. The result is 1 (inhibitor). (3) The molecule is CCCN1CNC(=S)N(c2cccc(C)c2C)C1. The result is 0 (non-inhibitor). (4) The drug is Cn1cccc1C(=O)N1CCC2(CC1)CN(Cc1ccc(C#N)cc1)C2. The result is 0 (non-inhibitor). (5) The compound is O=C(O)CCC(=O)N1CCc2cc(S(=O)(=O)N3CCCCC3)ccc21. The result is 0 (non-inhibitor). (6) The drug is COC(=O)[C@@]1(Cc2ccc(OC)cc2)[C@H]2c3cc(C(=O)N(C)C)n(Cc4ccc(OC(F)(F)F)cc4)c3C[C@H]2CN1C(=O)c1ccccc1. The result is 0 (non-inhibitor).